This data is from Forward reaction prediction with 1.9M reactions from USPTO patents (1976-2016). The task is: Predict the product of the given reaction. (1) Given the reactants C(OC([N:8]1[CH2:13][C@H:12]([C:14](=[O:34])[N:15]([CH:31]2[CH2:33][CH2:32]2)[CH2:16][C:17]2[C:25]3[C:20](=[CH:21][CH:22]=[CH:23][CH:24]=3)[N:19]([CH2:26][CH2:27][CH2:28][O:29][CH3:30])[CH:18]=2)[CH2:11][C@H:10]([NH2:35])[CH2:9]1)=O)(C)(C)C.Cl[C:37]1[CH:42]=[C:41]([Cl:43])[N:40]=[CH:39][N:38]=1.[Si](OS(C(F)(F)F)(=O)=O)(C)(C)C.N1C(C)=CC=CC=1C, predict the reaction product. The product is: [CH:31]1([N:15]([CH2:16][C:17]2[C:25]3[C:20](=[CH:21][CH:22]=[CH:23][CH:24]=3)[N:19]([CH2:26][CH2:27][CH2:28][O:29][CH3:30])[CH:18]=2)[C:14]([C@@H:12]2[CH2:11][C@H:10]([NH:35][C:37]3[CH:42]=[C:41]([Cl:43])[N:40]=[CH:39][N:38]=3)[CH2:9][NH:8][CH2:13]2)=[O:34])[CH2:32][CH2:33]1. (2) Given the reactants [H-].[Na+].CN(C)[CH:5]=[CH:6][C:7]([C:9]1[NH:13][C:12]([CH3:14])=[N:11][CH:10]=1)=O.[Cl:16][C:17]1[CH:18]=[C:19]([NH:23][C:24]([NH2:26])=[NH:25])[CH:20]=[CH:21][CH:22]=1, predict the reaction product. The product is: [Cl:16][C:17]1[CH:18]=[C:19]([CH:20]=[CH:21][CH:22]=1)[NH:23][C:24]1[N:26]=[C:7]([C:9]2[NH:13][C:12]([CH3:14])=[N:11][CH:10]=2)[CH:6]=[CH:5][N:25]=1. (3) Given the reactants [Br:1][C:2]1[CH:3]=[C:4]2[C:11]3([C:15](=[O:16])[N:14]([CH3:17])[C:13](SC)=[N:12]3)[CH2:10][CH:9]([C:20]3[CH:25]=[CH:24][CH:23]=[CH:22][C:21]=3[F:26])[O:8][C:5]2=[CH:6][CH:7]=1.[NH4+:27].[I-].N.CCO, predict the reaction product. The product is: [NH2:27][C:13]1[N:14]([CH3:17])[C:15](=[O:16])[C:11]2([C:4]3[C:5](=[CH:6][CH:7]=[C:2]([Br:1])[CH:3]=3)[O:8][CH:9]([C:20]3[CH:25]=[CH:24][CH:23]=[CH:22][C:21]=3[F:26])[CH2:10]2)[N:12]=1. (4) Given the reactants Cl[C:2]1[C:11]2[C:6](=[CH:7][C:8]([O:14][CH3:15])=[C:9]([O:12][CH3:13])[CH:10]=2)[N:5]=[CH:4][CH:3]=1.[CH3:16][C:17]1[C:22]([OH:23])=[CH:21][CH:20]=[CH:19][N:18]=1, predict the reaction product. The product is: [CH3:13][O:12][C:9]1[CH:10]=[C:11]2[C:6](=[CH:7][C:8]=1[O:14][CH3:15])[N:5]=[CH:4][CH:3]=[C:2]2[O:23][C:22]1[C:17]([CH3:16])=[N:18][CH:19]=[CH:20][CH:21]=1. (5) Given the reactants [C:1]([O:5][C:6](=[O:20])[NH:7][C:8]1[CH:13]=[C:12]([CH3:14])[C:11]([C:15]([F:18])([F:17])[F:16])=[CH:10][C:9]=1[NH2:19])([CH3:4])([CH3:3])[CH3:2].C([O:25][C:26](=O)[CH2:27][C:28](=[O:48])[C:29]1[CH:34]=[CH:33][CH:32]=[C:31]([N:35]2[C:39]([CH2:40][O:41][CH:42]3[CH2:47][CH2:46][CH2:45][CH2:44][O:43]3)=[CH:38][N:37]=[N:36]2)[CH:30]=1)(C)(C)C, predict the reaction product. The product is: [C:1]([O:5][C:6](=[O:20])[NH:7][C:8]1[CH:13]=[C:12]([CH3:14])[C:11]([C:15]([F:18])([F:17])[F:16])=[CH:10][C:9]=1[NH:19][C:26](=[O:25])[CH2:27][C:28](=[O:48])[C:29]1[CH:34]=[CH:33][CH:32]=[C:31]([N:35]2[C:39]([CH2:40][O:41][CH:42]3[CH2:47][CH2:46][CH2:45][CH2:44][O:43]3)=[CH:38][N:37]=[N:36]2)[CH:30]=1)([CH3:4])([CH3:2])[CH3:3]. (6) The product is: [CH3:21][C@@H:7]([CH2:11][CH2:14][CH2:15][CH3:16])[C:8]([OH:10])=[O:9]. Given the reactants FC(F)(F)S(O[C@@H:7]([CH3:11])[C:8]([OH:10])=[O:9])(=O)=O.[CH2:14]([Mg]Cl)[CH2:15][CH2:16]C.O1CCC[CH2:21]1, predict the reaction product. (7) Given the reactants [F:1][C:2]1[CH:7]=[CH:6][CH:5]=[CH:4][C:3]=1[C:8](=O)[CH2:9][C:10]1[N:15]=[C:14]2[S:16][C:17]([NH:19][CH:20]([CH3:22])[CH3:21])=[N:18][C:13]2=[CH:12][CH:11]=1.NN.C[N:27]([CH:29]=O)C.CC([N:34](C)C)=O, predict the reaction product. The product is: [F:1][C:2]1[CH:7]=[CH:6][CH:5]=[CH:4][C:3]=1[C:8]1[C:9]([C:10]2[N:15]=[C:14]3[S:16][C:17]([NH:19][CH:20]([CH3:22])[CH3:21])=[N:18][C:13]3=[CH:12][CH:11]=2)=[CH:29][NH:27][N:34]=1.